Dataset: Forward reaction prediction with 1.9M reactions from USPTO patents (1976-2016). Task: Predict the product of the given reaction. (1) Given the reactants [I:1][C:2]1[CH:7]=[CH:6][C:5]([C:8]2[N:9]([CH3:17])[CH:10]=[C:11]([C:13](OC)=[O:14])[N:12]=2)=[CH:4][CH:3]=1.[H-].[H-].[H-].[H-].[Li+].[Al+3].CCOC(C)=O.[OH-].[Na+], predict the reaction product. The product is: [I:1][C:2]1[CH:3]=[CH:4][C:5]([C:8]2[N:9]([CH3:17])[CH:10]=[C:11]([CH2:13][OH:14])[N:12]=2)=[CH:6][CH:7]=1. (2) The product is: [CH3:61][C:60]([CH3:63])([CH3:62])[C:59]([N:57]([CH3:58])[C:54]1[CH:55]=[CH:56][C:51]([O:50][C:44]2[CH:43]=[C:42]([CH2:41][C:40]([OH:72])=[O:39])[CH:47]=[CH:46][C:45]=2[O:48][CH3:49])=[C:52]([CH2:65][S:66][CH2:67][C:68]([F:70])([F:69])[F:71])[CH:53]=1)=[O:64]. Given the reactants CC(C)(C)C(NC1C=CC(OC2C=C(CC(O)=O)C=CC=2OC)=C(CSCC(F)(F)F)C=1)=O.IC.[H-].[Na+].C[O:39][C:40](=[O:72])[CH2:41][C:42]1[CH:47]=[CH:46][C:45]([O:48][CH3:49])=[C:44]([O:50][C:51]2[CH:56]=[CH:55][C:54]([N:57]([C:59](=[O:64])[C:60]([CH3:63])([CH3:62])[CH3:61])[CH3:58])=[CH:53][C:52]=2[CH2:65][S:66][CH2:67][C:68]([F:71])([F:70])[F:69])[CH:43]=1.[OH-].[Li+], predict the reaction product.